The task is: Predict the reaction yield, written as a fraction of the theoretical maximum amount of product (1.0 means a 100% yield; for example, 0.34 means a 34% yield).. This data is from Reaction yield outcomes from USPTO patents with 853,638 reactions. (1) The reactants are [F:1][C:2]([F:13])([F:12])[C:3]1[CH:8]=[CH:7][N:6]=[CH:5][C:4]=1[C:9]([OH:11])=O.CN(C=O)C.[CH3:19][O:20][C:21]1[CH:26]=[C:25]([O:27][CH3:28])[N:24]=[C:23]([CH2:29][NH2:30])[N:22]=1.C(N(CC)CC)C. The catalyst is S(Cl)(Cl)=O.ClCCl. The product is [CH3:19][O:20][C:21]1[CH:26]=[C:25]([O:27][CH3:28])[N:24]=[C:23]([CH2:29][NH:30][C:9](=[O:11])[C:4]2[C:3]([C:2]([F:1])([F:13])[F:12])=[CH:8][CH:7]=[N:6][CH:5]=2)[N:22]=1. The yield is 0.340. (2) The reactants are Cl[C:2]1[N:7]=[C:6]([C:8]2[S:12][C:11]([N:13]3[CH2:18][CH2:17][O:16][CH2:15][CH2:14]3)=[N:10][C:9]=2[C:19]2[C:20]([F:37])=[C:21]([NH:25][S:26]([C:29]3[CH:34]=[C:33]([F:35])[CH:32]=[CH:31][C:30]=3[F:36])(=[O:28])=[O:27])[CH:22]=[CH:23][CH:24]=2)[CH:5]=[CH:4][N:3]=1.[NH3:38].CO. No catalyst specified. The product is [NH2:38][C:2]1[N:7]=[C:6]([C:8]2[S:12][C:11]([N:13]3[CH2:18][CH2:17][O:16][CH2:15][CH2:14]3)=[N:10][C:9]=2[C:19]2[C:20]([F:37])=[C:21]([NH:25][S:26]([C:29]3[CH:34]=[C:33]([F:35])[CH:32]=[CH:31][C:30]=3[F:36])(=[O:28])=[O:27])[CH:22]=[CH:23][CH:24]=2)[CH:5]=[CH:4][N:3]=1. The yield is 0.270. (3) The reactants are [Br:1][C:2]1[CH:3]=[C:4]2[C:8](=[CH:9][C:10]=1[N+:11]([O-])=O)[NH:7][CH:6]=[CH:5]2. The yield is 0.300. The catalyst is C(O)C.[Ni]. The product is [Br:1][C:2]1[CH:3]=[C:4]2[C:8](=[CH:9][C:10]=1[NH2:11])[NH:7][CH:6]=[CH:5]2. (4) The reactants are [C:1]([N:8]1[CH2:13][CH2:12][CH:11]([OH:14])[CH2:10][CH2:9]1)([O:3][C:4]([CH3:7])([CH3:6])[CH3:5])=[O:2].[CH3:15][S:16](Cl)(=[O:18])=[O:17]. The catalyst is C(Cl)Cl.CN(C1C=CN=CC=1)C. The product is [C:4]([O:3][C:1]([N:8]1[CH2:13][CH2:12][CH:11]([O:14][S:16]([CH3:15])(=[O:18])=[O:17])[CH2:10][CH2:9]1)=[O:2])([CH3:7])([CH3:6])[CH3:5]. The yield is 1.00. (5) The reactants are [H-].[Na+].[CH3:3][S:4]([C:7]1[CH:8]=[C:9]2[C:13](=[CH:14][CH:15]=1)[NH:12][CH2:11][CH2:10]2)(=[O:6])=[O:5].[C:16]([O:20][C:21]([N:23]1[CH2:28][CH2:27][CH:26]([NH:29][C:30]2[CH:35]=[C:34](Cl)[N:33]=[CH:32][N:31]=2)[CH2:25][CH2:24]1)=[O:22])([CH3:19])([CH3:18])[CH3:17]. The catalyst is CN(C=O)C.[Cl-].[Na+].O. The product is [C:16]([O:20][C:21]([N:23]1[CH2:28][CH2:27][CH:26]([NH:29][C:30]2[CH:35]=[C:34]([N:12]3[C:13]4[C:9](=[CH:8][C:7]([S:4]([CH3:3])(=[O:6])=[O:5])=[CH:15][CH:14]=4)[CH2:10][CH2:11]3)[N:33]=[CH:32][N:31]=2)[CH2:25][CH2:24]1)=[O:22])([CH3:19])([CH3:17])[CH3:18]. The yield is 0.620. (6) The product is [Br:17][CH2:16][CH2:15][CH2:14][O:13][C:12]1[CH:18]=[CH:19][C:9]([OH:8])=[CH:10][CH:11]=1. The yield is 0.980. The catalyst is C1COCC1.[Pd]. The reactants are C([O:8][C:9]1[CH:19]=[CH:18][C:12]([O:13][CH2:14][CH2:15][CH2:16][Br:17])=[CH:11][CH:10]=1)C1C=CC=CC=1. (7) The reactants are [CH2:1]([O:8][C:9]1[C:13]([CH:14]([CH:16]2[CH2:21][CH2:20][CH2:19][CH2:18][CH2:17]2)O)=[CH:12][N:11]([C:22]2[CH:27]=[CH:26][C:25]([O:28][C:29]([F:32])([F:31])[F:30])=[CH:24][CH:23]=2)[N:10]=1)[C:2]1[CH:7]=[CH:6][CH:5]=[CH:4][CH:3]=1.[NH2:33][C:34]1[CH:39]=[CH:38][C:37]([C:40]([NH:42][CH2:43][CH2:44][C:45]([O:47]CC)=[O:46])=[O:41])=[CH:36][CH:35]=1. No catalyst specified. The product is [CH2:1]([O:8][C:9]1[C:13]([CH:14]([NH:33][C:34]2[CH:35]=[CH:36][C:37]([C:40]([NH:42][CH2:43][CH2:44][C:45]([OH:47])=[O:46])=[O:41])=[CH:38][CH:39]=2)[CH:16]2[CH2:17][CH2:18][CH2:19][CH2:20][CH2:21]2)=[CH:12][N:11]([C:22]2[CH:27]=[CH:26][C:25]([O:28][C:29]([F:31])([F:32])[F:30])=[CH:24][CH:23]=2)[N:10]=1)[C:2]1[CH:3]=[CH:4][CH:5]=[CH:6][CH:7]=1. The yield is 0.560. (8) The reactants are [C:1]([C:3]1[CH:4]=[C:5]2[C:9](=[CH:10][CH:11]=1)[NH:8][C:7](=[O:12])[CH:6]2[C:13]1[CH:22]=[CH:21][C:20]2[CH2:19][CH2:18][CH2:17][CH:16]([OH:23])[C:15]=2[N+:14]=1[O-])#[N:2].P(Cl)(Cl)Cl. The catalyst is C(OCC)(=O)C.C(#N)C. The product is [OH:12][C:7]1[NH:8][C:9]2[C:5]([C:6]=1[C:13]1[CH:22]=[CH:21][C:20]3[CH2:19][CH2:18][CH2:17][CH:16]([OH:23])[C:15]=3[N:14]=1)=[CH:4][C:3]([C:1]#[N:2])=[CH:11][CH:10]=2. The yield is 0.180.